This data is from Forward reaction prediction with 1.9M reactions from USPTO patents (1976-2016). The task is: Predict the product of the given reaction. Given the reactants C[Si]([C:5]#[C:6][C:7]1[CH:8]=[C:9]([CH:12]=[CH:13][CH:14]=1)[C:10]#[N:11])(C)C.C(=O)([O-])[O-].[K+].[K+], predict the reaction product. The product is: [C:6]([C:7]1[CH:8]=[C:9]([CH:12]=[CH:13][CH:14]=1)[C:10]#[N:11])#[CH:5].